Dataset: Oral bioavailability binary classification data from Ma et al.. Task: Regression/Classification. Given a drug SMILES string, predict its absorption, distribution, metabolism, or excretion properties. Task type varies by dataset: regression for continuous measurements (e.g., permeability, clearance, half-life) or binary classification for categorical outcomes (e.g., BBB penetration, CYP inhibition). Dataset: bioavailability_ma. (1) The drug is COc1cc(C)c(/C=C/C(C)=C/C=C/C(C)=C/C(=O)O)c(C)c1C. The result is 1 (high bioavailability). (2) The drug is CC(Cc1ccc(O)cc1)NCC(O)c1cc(O)cc(O)c1. The result is 0 (low bioavailability).